This data is from Catalyst prediction with 721,799 reactions and 888 catalyst types from USPTO. The task is: Predict which catalyst facilitates the given reaction. (1) Reactant: [NH2:1][C:2]1[C:10]2[C:9]([C:11]3[CH:16]=[CH:15][C:14]([Cl:17])=[C:13]([Cl:18])[CH:12]=3)=[N:8][C:7](S(C)=O)=[N:6][C:5]=2[S:4][C:3]=1[C:22]([NH2:24])=[O:23].[NH2:25][C@@H:26]([CH:29]([CH3:31])[CH3:30])[CH2:27][OH:28]. Product: [OH:28][CH2:27][C@@H:26]([NH:25][C:7]1[N:8]=[C:9]([C:11]2[CH:16]=[CH:15][C:14]([Cl:17])=[C:13]([Cl:18])[CH:12]=2)[C:10]2[C:2]([NH2:1])=[C:3]([C:22]([NH2:24])=[O:23])[S:4][C:5]=2[N:6]=1)[CH:29]([CH3:31])[CH3:30]. The catalyst class is: 1. (2) Reactant: [Cl:1][C:2]1[CH:3]=[C:4]([OH:8])[CH:5]=[CH:6][CH:7]=1.C(N(CC)CC)C.[C:16](Cl)(=[O:25])[CH2:17][CH2:18][C:19]1[CH:24]=[CH:23][CH:22]=[CH:21][CH:20]=1. Product: [Cl:1][C:2]1[CH:3]=[C:4]([O:8][C:16](=[O:25])[CH2:17][CH2:18][C:19]2[CH:24]=[CH:23][CH:22]=[CH:21][CH:20]=2)[CH:5]=[CH:6][CH:7]=1. The catalyst class is: 2. (3) Reactant: [NH2:1][C:2]1[CH:7]=[CH:6][C:5]([C:8]2[C:9]([NH2:24])=[N:10][C:11]([NH2:23])=[N:12][C:13]=2[CH2:14][O:15][CH2:16][CH:17]2[CH2:22][CH2:21][CH2:20][CH2:19][CH2:18]2)=[CH:4][CH:3]=1.[Cl:25][C:26]1[CH:33]=[CH:32][C:29]([CH:30]=O)=[CH:28][CH:27]=1.[BH3-]C#N.[Na+]. Product: [Cl:25][C:26]1[CH:33]=[CH:32][C:29]([CH2:30][NH:1][C:2]2[CH:3]=[CH:4][C:5]([C:8]3[C:9]([NH2:24])=[N:10][C:11]([NH2:23])=[N:12][C:13]=3[CH2:14][O:15][CH2:16][CH:17]3[CH2:22][CH2:21][CH2:20][CH2:19][CH2:18]3)=[CH:6][CH:7]=2)=[CH:28][CH:27]=1. The catalyst class is: 285. (4) Reactant: [OH:1][C:2]1[C:6]2([CH2:8][CH2:7]2)[O:5][C:4](=[O:9])[C:3]=1[C:10]1[CH:15]=[CH:14][C:13]([O:16][CH2:17][C:18]2[CH:27]=[CH:26][C:25]3[C:20](=[CH:21][CH:22]=[CH:23][CH:24]=3)[N:19]=2)=[CH:12][CH:11]=1.C(Cl)Cl.[S:31](O[S:31]([C:34]([F:37])([F:36])[F:35])(=[O:33])=[O:32])([C:34]([F:37])([F:36])[F:35])(=[O:33])=[O:32]. Product: [F:35][C:34]([F:37])([F:36])[S:31]([O:1][C:2]1[C:6]2([CH2:8][CH2:7]2)[O:5][C:4](=[O:9])[C:3]=1[C:10]1[CH:11]=[CH:12][C:13]([O:16][CH2:17][C:18]2[CH:27]=[CH:26][C:25]3[C:20](=[CH:21][CH:22]=[CH:23][CH:24]=3)[N:19]=2)=[CH:14][CH:15]=1)(=[O:33])=[O:32]. The catalyst class is: 6.